From a dataset of Catalyst prediction with 721,799 reactions and 888 catalyst types from USPTO. Predict which catalyst facilitates the given reaction. (1) Reactant: [C:1]1([C:7]([CH:9]([C:11]2[CH:16]=[CH:15][CH:14]=[CH:13][CH:12]=2)O)=O)[CH:6]=[CH:5][CH:4]=[CH:3][CH:2]=1.[CH3:17][O:18][C:19]1[CH:26]=[C:25]([O:27][CH3:28])[CH:24]=[CH:23][C:20]=1[CH2:21][NH2:22].[C:29](#[N:33])[CH2:30][C:31]#[N:32]. Product: [NH2:33][C:29]1[N:22]([CH2:21][C:20]2[CH:23]=[CH:24][C:25]([O:27][CH3:28])=[CH:26][C:19]=2[O:18][CH3:17])[C:9]([C:11]2[CH:16]=[CH:15][CH:14]=[CH:13][CH:12]=2)=[C:7]([C:1]2[CH:6]=[CH:5][CH:4]=[CH:3][CH:2]=2)[C:30]=1[C:31]#[N:32]. The catalyst class is: 133. (2) The catalyst class is: 22. Product: [C:28]1(=[O:30])[N:1]([C:2]2[C:3](=[O:13])[O:4][C:5]3[C:10]([CH:11]=2)=[CH:9][C:8]([N:12]2[C:14](=[O:20])[CH:15]=[CH:16][C:17]2=[O:18])=[CH:7][CH:6]=3)[C:25](=[O:27])[CH:26]=[CH:29]1. Reactant: [NH2:1][C:2]1[C:3](=[O:13])[O:4][C:5]2[C:10]([CH:11]=1)=[CH:9][C:8]([NH2:12])=[CH:7][CH:6]=2.[C:14]1(=[O:20])O[C:17](=[O:18])[CH:16]=[CH:15]1.C(O[C:25](=[O:27])[CH3:26])(=O)C.[C:28]([O-])(=[O:30])[CH3:29].[Na+]. (3) Reactant: C(O[C:4](=[O:19])[C:5]([N:7]1[CH2:11][CH2:10][CH:9]([C:12]([O:14][CH2:15][CH3:16])=[O:13])[C:8]1([CH3:18])[CH3:17])=[O:6])C.C(O)C.[OH-].[Na+].Cl.C(OC(C1CCN(C(=O)C(O)=O)C1(C)C)=O)C.CCN(C(C)C)C(C)C.[F:52][C:53]([F:58])([F:57])[C@H:54]([NH2:56])[CH3:55].CN(C(ON1N=NC2C=CC=NC1=2)=[N+](C)C)C.F[P-](F)(F)(F)(F)F. Product: [CH3:18][C:8]1([CH3:17])[CH:9]([C:12]([O:14][CH2:15][CH3:16])=[O:13])[CH2:10][CH2:11][N:7]1[C:5](=[O:6])[C:4](=[O:19])[NH:56][C@H:54]([CH3:55])[C:53]([F:58])([F:57])[F:52]. The catalyst class is: 3. (4) Reactant: Br[C:2]1[CH:3]=[C:4]([NH:10][C@H:11]([CH2:15][CH:16]([CH3:18])[CH3:17])[C:12]([NH2:14])=[O:13])[CH:5]=[N:6][C:7]=1[C:8]#[N:9].[NH2:19][C:20]1[CH:21]=[C:22]2[C:27](=[CH:28][CH:29]=1)[CH:26]=[N:25][CH:24]=[CH:23]2.O(C1C=CC=CC=1)[Na].O.O.O.CC1(C)C2C(=C(P(C3C=CC=CC=3)C3C=CC=CC=3)C=CC=2)OC2C(P(C3C=CC=CC=3)C3C=CC=CC=3)=CC=CC1=2. Product: [C:8]([C:7]1[N:6]=[CH:5][C:4]([NH:10][C@H:11]([CH2:15][CH:16]([CH3:18])[CH3:17])[C:12]([NH2:14])=[O:13])=[CH:3][C:2]=1[NH:19][C:20]1[CH:21]=[C:22]2[C:27](=[CH:28][CH:29]=1)[CH:26]=[N:25][CH:24]=[CH:23]2)#[N:9]. The catalyst class is: 62.